This data is from Full USPTO retrosynthesis dataset with 1.9M reactions from patents (1976-2016). The task is: Predict the reactants needed to synthesize the given product. (1) The reactants are: [CH:1]1([C:4]2[N:8]=[C:7]([C:9]3[C:13]4[CH2:14][C:15]([CH3:19])([CH3:18])[CH2:16][CH2:17][C:12]=4[S:11][C:10]=3[NH2:20])[O:6][N:5]=2)[CH2:3][CH2:2]1.[C:21]12[C:29](=[O:30])[O:28][C:26](=[O:27])[C:22]=1[CH2:23][CH2:24][CH2:25]2. Given the product [CH:1]1([C:4]2[N:8]=[C:7]([C:9]3[C:13]4[CH2:14][C:15]([CH3:18])([CH3:19])[CH2:16][CH2:17][C:12]=4[S:11][C:10]=3[NH:20][C:29]([C:21]3[CH2:25][CH2:24][CH2:23][C:22]=3[C:26]([OH:28])=[O:27])=[O:30])[O:6][N:5]=2)[CH2:3][CH2:2]1, predict the reactants needed to synthesize it. (2) Given the product [CH3:3][O:4][CH2:5][CH2:6][O:7][CH2:8][O:9][C:10]1[CH:11]=[C:12]2[C:17](=[CH:18][CH:19]=1)[CH:16]=[C:15]([C:20]([CH2:22][NH:23][CH2:24][C:25]1[CH:26]=[C:27]([C:31]3[CH:36]=[CH:35][C:34]([NH:37][C:38]4[CH:47]=[CH:46][CH:45]=[CH:44][C:39]=4[C:40]([OH:42])=[O:41])=[CH:33][CH:32]=3)[CH:28]=[CH:29][CH:30]=1)=[O:21])[CH:14]=[CH:13]2, predict the reactants needed to synthesize it. The reactants are: [OH-].[Na+].[CH3:3][O:4][CH2:5][CH2:6][O:7][CH2:8][O:9][C:10]1[CH:11]=[C:12]2[C:17](=[CH:18][CH:19]=1)[CH:16]=[C:15]([C:20]([CH2:22][NH:23][CH2:24][C:25]1[CH:26]=[C:27]([C:31]3[CH:36]=[CH:35][C:34]([NH:37][C:38]4[CH:47]=[CH:46][CH:45]=[CH:44][C:39]=4[C:40]([O:42]C)=[O:41])=[CH:33][CH:32]=3)[CH:28]=[CH:29][CH:30]=1)=[O:21])[CH:14]=[CH:13]2. (3) Given the product [CH3:48][O:47][CH2:35][CH2:34][CH2:36][CH2:30][CH2:29][CH2:32][C@@H:19]1[CH2:18][C@@H:17]2[C@H:9]([CH2:10][CH2:11][C@@:12]3([CH3:27])[C@H:16]2[CH2:15][CH2:14][CH:13]3[OH:23])[C:8]2[CH:7]=[CH:6][C:5]([OH:4])=[CH:21][C:20]1=2, predict the reactants needed to synthesize it. The reactants are: COC[O:4][C:5]1[CH:6]=[CH:7][C:8]2[C@@H:9]3[C@@H:17]([CH2:18][CH:19](O)[C:20]=2[CH:21]=1)[C@H:16]1[C@@:12]([CH3:27])([C@@H:13]([O:23]COC)[CH2:14][CH2:15]1)[CH2:11][CH2:10]3.C[C:29]([CH3:32])([O-])[CH3:30].[K+].[CH:34](NC(C)C)([CH3:36])[CH3:35].C([Li])CCC.B(OC)(OC)[O:47][CH3:48].OO. (4) Given the product [N:10]1([C:6]2[CH:5]=[C:4]([NH2:1])[CH:9]=[CH:8][N:7]=2)[CH2:11][CH2:12][CH2:13][CH2:14]1, predict the reactants needed to synthesize it. The reactants are: [N+:1]([C:4]1[CH:9]=[CH:8][N:7]=[C:6]([N:10]2[CH2:14][CH2:13][CH2:12][CH2:11]2)[CH:5]=1)([O-])=O.C(Cl)Cl. (5) Given the product [Cl:1][C:2]1[CH:7]=[CH:6][C:5]([C:8]2([OH:34])[CH2:13][CH2:12][N:11]([CH2:14][C:15]([N:17]3[C@@H:22]([CH3:23])[CH2:21][O:20][C@H:19]([CH2:24][C:25]4[CH:26]=[CH:27][C:28]([F:31])=[CH:29][CH:30]=4)[CH2:18]3)=[O:16])[CH2:10][C:9]2([CH3:33])[CH3:32])=[CH:4][CH:3]=1, predict the reactants needed to synthesize it. The reactants are: [Cl:1][C:2]1[CH:7]=[CH:6][C:5]([C@@:8]2([OH:34])[CH2:13][CH2:12][N:11]([CH2:14][C:15]([N:17]3[C@@H:22]([CH3:23])[CH2:21][O:20][C@H:19]([CH2:24][C:25]4[CH:30]=[CH:29][C:28]([F:31])=[CH:27][CH:26]=4)[CH2:18]3)=[O:16])[CH2:10][C:9]2([CH3:33])[CH3:32])=[CH:4][CH:3]=1.ClC1C=CC([C@]2(O)CCN(CC(N3[C@@H](C)CO[C@H](CC4C=CC(F)=CC=4)C3)=O)CC2(C)C)=CC=1. (6) Given the product [CH3:13][C:10]1[N:9]=[C:8]([C:5]2[N:4]=[N:3][C:2]([N:15]3[CH2:20][CH2:19][C:18]4([C:28]5[C:23](=[CH:24][CH:25]=[CH:26][CH:27]=5)[CH2:22][CH2:21]4)[CH2:17][CH2:16]3)=[CH:7][CH:6]=2)[S:12][N:11]=1, predict the reactants needed to synthesize it. The reactants are: Cl[C:2]1[N:3]=[N:4][C:5]([C:8]2[S:12][N:11]=[C:10]([CH3:13])[N:9]=2)=[CH:6][CH:7]=1.Cl.[NH:15]1[CH2:20][CH2:19][C:18]2([C:28]3[C:23](=[CH:24][CH:25]=[CH:26][CH:27]=3)[CH2:22][CH2:21]2)[CH2:17][CH2:16]1.C(=O)([O-])[O-].[K+].[K+]. (7) Given the product [F:1][C:2]1[CH:7]=[C:6]([O:8][CH3:9])[CH:5]=[CH:4][C:3]=1[CH2:10][CH2:11][N:12]1[C:21](=[O:22])[C:20]2[C:15](=[CH:16][C:17]([N:23]=[C:24]=[N:26][C@H:27]3[CH2:32][C@H:31]4[CH2:33][C@H:29]([C:30]4([CH3:35])[CH3:34])[C@@H:28]3[CH3:36])=[CH:18][CH:19]=2)[N:14]=[CH:13]1, predict the reactants needed to synthesize it. The reactants are: [F:1][C:2]1[CH:7]=[C:6]([O:8][CH3:9])[CH:5]=[CH:4][C:3]=1[CH2:10][CH2:11][N:12]1[C:21](=[O:22])[C:20]2[C:15](=[CH:16][C:17]([NH:23][C:24]([NH:26][C@H:27]3[CH2:32][C@H:31]4[CH2:33][C@H:29]([C:30]4([CH3:35])[CH3:34])[C@@H:28]3[CH3:36])=S)=[CH:18][CH:19]=2)[N:14]=[CH:13]1.N=C=N.